This data is from HIV replication inhibition screening data with 41,000+ compounds from the AIDS Antiviral Screen. The task is: Binary Classification. Given a drug SMILES string, predict its activity (active/inactive) in a high-throughput screening assay against a specified biological target. The molecule is S=C(Nc1c2c(nc3ccccc13)CCCC2)Nc1c2c(nc3ccccc13)CCCC2. The result is 0 (inactive).